Dataset: Full USPTO retrosynthesis dataset with 1.9M reactions from patents (1976-2016). Task: Predict the reactants needed to synthesize the given product. (1) Given the product [CH3:1][O:2][C:3](=[O:27])[CH:4]([C:9]1[CH:10]=[C:11]([C:16]2[CH:21]=[C:20]([C:22]([F:24])([F:23])[F:25])[CH:19]=[C:18]([F:26])[CH:17]=2)[CH:12]=[C:13]([O:15][C:31]2[CH:32]=[C:33]([C:35]([F:37])([F:36])[F:38])[CH:34]=[C:29]([F:28])[CH:30]=2)[CH:14]=1)[CH2:5][CH:6]([CH3:8])[CH3:7], predict the reactants needed to synthesize it. The reactants are: [CH3:1][O:2][C:3](=[O:27])[CH:4]([C:9]1[CH:10]=[C:11]([C:16]2[CH:21]=[C:20]([C:22]([F:25])([F:24])[F:23])[CH:19]=[C:18]([F:26])[CH:17]=2)[CH:12]=[C:13]([OH:15])[CH:14]=1)[CH2:5][CH:6]([CH3:8])[CH3:7].[F:28][C:29]1[CH:30]=[C:31](B(O)O)[CH:32]=[C:33]([C:35]([F:38])([F:37])[F:36])[CH:34]=1. (2) Given the product [F:79][C:51]1[CH:50]=[C:49]([NH:48][C:14]([C:10]23[CH2:11][CH:12]2[CH2:13][N:8]([C:5]2[CH:4]=[CH:3][C:2]([F:1])=[CH:7][CH:6]=2)[C:9]3=[O:17])=[O:16])[CH:78]=[CH:77][C:52]=1[O:53][C:54]1[CH:59]=[CH:58][N:57]=[C:56]2[CH:60]=[C:61]([C:63]3[CH:64]=[CH:65][C:66]([C:69]([N:71]4[CH2:76][CH2:75][O:74][CH2:73][CH2:72]4)=[O:70])=[CH:67][CH:68]=3)[S:62][C:55]=12, predict the reactants needed to synthesize it. The reactants are: [F:1][C:2]1[CH:7]=[CH:6][C:5]([N:8]2[CH2:13][CH:12]3[C:10]([C:14]([OH:16])=O)([CH2:11]3)[C:9]2=[O:17])=[CH:4][CH:3]=1.C1C=CC2N(O)N=NC=2C=1.CCN=C=NCCCN(C)C.CCN(C(C)C)C(C)C.[NH2:48][C:49]1[CH:78]=[CH:77][C:52]([O:53][C:54]2[CH:59]=[CH:58][N:57]=[C:56]3[CH:60]=[C:61]([C:63]4[CH:68]=[CH:67][C:66]([C:69]([N:71]5[CH2:76][CH2:75][O:74][CH2:73][CH2:72]5)=[O:70])=[CH:65][CH:64]=4)[S:62][C:55]=23)=[C:51]([F:79])[CH:50]=1. (3) The reactants are: C[O:2][C:3]([C:5]1[S:6][C:7]([NH:10][C:11](=[O:19])[CH2:12][C:13]2[CH:18]=[CH:17][CH:16]=[CH:15][CH:14]=2)=[CH:8][CH:9]=1)=O.NO.Cl.C[O-].[Na+].C(N(C(C)C)CC)(C)C.CN(C([O:42][N:43]1N=NC2C=CC=CC1=2)=[N+](C)C)C.F[P-](F)(F)(F)(F)F.NO. Given the product [OH:42][NH:43][C:3]([C:5]1[S:6][C:7]([NH:10][C:11](=[O:19])[CH2:12][C:13]2[CH:18]=[CH:17][CH:16]=[CH:15][CH:14]=2)=[CH:8][CH:9]=1)=[O:2], predict the reactants needed to synthesize it. (4) Given the product [CH2:1]([C:5]1[C:13]2[C:8](=[CH:9][CH:10]=[C:11]([C:14]([NH:18][C@@H:19]([CH2:33][C:34]3[CH:35]=[C:36]([F:41])[CH:37]=[C:38]([F:40])[CH:39]=3)[C@H:20]([OH:32])[CH2:21][NH:22][CH2:23][C:24]3[CH:29]=[CH:28][CH:27]=[C:26]([CH2:30][CH3:31])[CH:25]=3)=[O:16])[CH:12]=2)[N:7]([CH3:17])[CH:6]=1)[CH2:2][CH2:3][CH3:4], predict the reactants needed to synthesize it. The reactants are: [CH2:1]([C:5]1[C:13]2[C:8](=[CH:9][CH:10]=[C:11]([C:14]([OH:16])=O)[CH:12]=2)[N:7]([CH3:17])[CH:6]=1)[CH2:2][CH2:3][CH3:4].[NH2:18][C@@H:19]([CH2:33][C:34]1[CH:39]=[C:38]([F:40])[CH:37]=[C:36]([F:41])[CH:35]=1)[C@H:20]([OH:32])[CH2:21][NH:22][CH2:23][C:24]1[CH:29]=[CH:28][CH:27]=[C:26]([CH2:30][CH3:31])[CH:25]=1. (5) Given the product [NH2:1][C:2]1[N:7]=[C:6]([C:13]([O:15][CH2:16][CH3:17])=[CH2:14])[C:5]([C:9]#[N:10])=[C:4]([S:11][CH3:12])[N:3]=1, predict the reactants needed to synthesize it. The reactants are: [NH2:1][C:2]1[N:7]=[C:6](Br)[C:5]([C:9]#[N:10])=[C:4]([S:11][CH3:12])[N:3]=1.[CH2:13]([O:15][C:16]([Sn](CCCC)(CCCC)CCCC)=[CH2:17])[CH3:14].